From a dataset of NCI-60 drug combinations with 297,098 pairs across 59 cell lines. Regression. Given two drug SMILES strings and cell line genomic features, predict the synergy score measuring deviation from expected non-interaction effect. (1) Drug 2: CCCCC(=O)OCC(=O)C1(CC(C2=C(C1)C(=C3C(=C2O)C(=O)C4=C(C3=O)C=CC=C4OC)O)OC5CC(C(C(O5)C)O)NC(=O)C(F)(F)F)O. Cell line: PC-3. Drug 1: CCC1=CC2CC(C3=C(CN(C2)C1)C4=CC=CC=C4N3)(C5=C(C=C6C(=C5)C78CCN9C7C(C=CC9)(C(C(C8N6C)(C(=O)OC)O)OC(=O)C)CC)OC)C(=O)OC.C(C(C(=O)O)O)(C(=O)O)O. Synergy scores: CSS=29.2, Synergy_ZIP=-0.648, Synergy_Bliss=0.940, Synergy_Loewe=-1.48, Synergy_HSA=3.11. (2) Drug 1: C1CCC(CC1)NC(=O)N(CCCl)N=O. Drug 2: CC1C(C(=O)NC(C(=O)N2CCCC2C(=O)N(CC(=O)N(C(C(=O)O1)C(C)C)C)C)C(C)C)NC(=O)C3=C4C(=C(C=C3)C)OC5=C(C(=O)C(=C(C5=N4)C(=O)NC6C(OC(=O)C(N(C(=O)CN(C(=O)C7CCCN7C(=O)C(NC6=O)C(C)C)C)C)C(C)C)C)N)C. Cell line: MALME-3M. Synergy scores: CSS=19.7, Synergy_ZIP=11.6, Synergy_Bliss=14.4, Synergy_Loewe=11.7, Synergy_HSA=12.6. (3) Drug 1: C1C(C(OC1N2C=C(C(=O)NC2=O)F)CO)O. Drug 2: CNC(=O)C1=NC=CC(=C1)OC2=CC=C(C=C2)NC(=O)NC3=CC(=C(C=C3)Cl)C(F)(F)F. Cell line: UACC-257. Synergy scores: CSS=6.87, Synergy_ZIP=8.04, Synergy_Bliss=9.90, Synergy_Loewe=6.00, Synergy_HSA=2.14. (4) Drug 2: CC1=C(C(CCC1)(C)C)C=CC(=CC=CC(=CC(=O)O)C)C. Cell line: UO-31. Drug 1: CN1CCC(CC1)COC2=C(C=C3C(=C2)N=CN=C3NC4=C(C=C(C=C4)Br)F)OC. Synergy scores: CSS=19.0, Synergy_ZIP=-5.60, Synergy_Bliss=-4.60, Synergy_Loewe=-8.80, Synergy_HSA=-2.08. (5) Drug 1: C1=NC2=C(N=C(N=C2N1C3C(C(C(O3)CO)O)O)F)N. Drug 2: CC12CCC3C(C1CCC2O)C(CC4=C3C=CC(=C4)O)CCCCCCCCCS(=O)CCCC(C(F)(F)F)(F)F. Cell line: 786-0. Synergy scores: CSS=0.639, Synergy_ZIP=0.492, Synergy_Bliss=2.48, Synergy_Loewe=0.165, Synergy_HSA=0.326. (6) Drug 1: C1CCN(CC1)CCOC2=CC=C(C=C2)C(=O)C3=C(SC4=C3C=CC(=C4)O)C5=CC=C(C=C5)O. Drug 2: CC1=C2C(C(=O)C3(C(CC4C(C3C(C(C2(C)C)(CC1OC(=O)C(C(C5=CC=CC=C5)NC(=O)C6=CC=CC=C6)O)O)OC(=O)C7=CC=CC=C7)(CO4)OC(=O)C)O)C)OC(=O)C. Cell line: COLO 205. Synergy scores: CSS=50.0, Synergy_ZIP=10.4, Synergy_Bliss=6.35, Synergy_Loewe=-51.5, Synergy_HSA=0.517.